This data is from Forward reaction prediction with 1.9M reactions from USPTO patents (1976-2016). The task is: Predict the product of the given reaction. The product is: [CH3:15][S:16][C:17]1[N:22]=[C:21]2[N:23]([CH:2]3[C:10]4[C:5](=[C:6]([NH:11][C:12](=[O:14])[CH3:13])[CH:7]=[CH:8][CH:9]=4)[CH2:4][CH2:3]3)[N:24]=[CH:25][C:20]2=[CH:19][N:18]=1. Given the reactants O[CH:2]1[C:10]2[C:5](=[C:6]([NH:11][C:12](=[O:14])[CH3:13])[CH:7]=[CH:8][CH:9]=2)[CH2:4][CH2:3]1.[CH3:15][S:16][C:17]1[N:22]=[C:21]2[NH:23][N:24]=[CH:25][C:20]2=[CH:19][N:18]=1, predict the reaction product.